From a dataset of Forward reaction prediction with 1.9M reactions from USPTO patents (1976-2016). Predict the product of the given reaction. (1) Given the reactants Br[CH2:2][C:3]1[S:7][N:6]=[C:5]([C:8]2[CH:13]=[CH:12][C:11]([Cl:14])=[CH:10][CH:9]=2)[N:4]=1.[F:15][C:16]1[C:23]([OH:24])=[CH:22][CH:21]=[C:20]([F:25])[C:17]=1[C:18]#[N:19].C(=O)([O-])[O-].[K+].[K+], predict the reaction product. The product is: [Cl:14][C:11]1[CH:12]=[CH:13][C:8]([C:5]2[N:4]=[C:3]([CH2:2][O:24][C:23]3[C:16]([F:15])=[C:17]([C:20]([F:25])=[CH:21][CH:22]=3)[C:18]#[N:19])[S:7][N:6]=2)=[CH:9][CH:10]=1. (2) Given the reactants [Br:1][CH2:2][CH:3]([F:7])[CH2:4][CH2:5]Br.[N-:8]=[N+:9]=[N-:10].[Na+].CC(O)=O.CCN(C(C)C)C(C)C.[C:25]([O:29][C:30]([CH3:33])([CH3:32])[CH3:31])(=[O:28])[C:26]#[CH:27], predict the reaction product. The product is: [Br:1][CH2:2][CH:3]([F:7])[CH2:4][CH2:5][N:8]1[CH:27]=[C:26]([C:25]([O:29][C:30]([CH3:33])([CH3:32])[CH3:31])=[O:28])[N:10]=[N:9]1. (3) Given the reactants Cl[C:2]1[C:11]2[C:6](=[CH:7][CH:8]=[C:9]([CH3:12])[CH:10]=2)[N:5]=[C:4]([N:13]2[CH2:19][C:18]3[CH:20]=[CH:21][CH:22]=[CH:23][C:17]=3[S:16](=[O:25])(=[O:24])[CH2:15][CH2:14]2)[CH:3]=1.[N:26]1([CH2:32][CH2:33][NH2:34])[CH2:31][CH2:30][CH2:29][CH2:28][CH2:27]1, predict the reaction product. The product is: [O:24]=[S:16]1(=[O:25])[C:17]2[CH:23]=[CH:22][CH:21]=[CH:20][C:18]=2[CH2:19][N:13]([C:4]2[CH:3]=[C:2]([NH:34][CH2:33][CH2:32][N:26]3[CH2:31][CH2:30][CH2:29][CH2:28][CH2:27]3)[C:11]3[C:6](=[CH:7][CH:8]=[C:9]([CH3:12])[CH:10]=3)[N:5]=2)[CH2:14][CH2:15]1. (4) Given the reactants [CH3:1][O:2][C:3]1[CH:12]=[C:11]([O:13][CH3:14])[CH:10]=[C:9]2[C:4]=1[C:5](=[O:27])[NH:6][C:7]([C:15]1[CH:20]=[CH:19][C:18]([N:21]3[CH2:26][CH2:25][NH:24][CH2:23][CH2:22]3)=[CH:17][CH:16]=1)=[N:8]2.CCN(CC)CC.[CH:35]1([C:38](Cl)=[O:39])[CH2:37][CH2:36]1, predict the reaction product. The product is: [CH:35]1([C:38]([N:24]2[CH2:23][CH2:22][N:21]([C:18]3[CH:19]=[CH:20][C:15]([C:7]4[NH:6][C:5](=[O:27])[C:4]5[C:9](=[CH:10][C:11]([O:13][CH3:14])=[CH:12][C:3]=5[O:2][CH3:1])[N:8]=4)=[CH:16][CH:17]=3)[CH2:26][CH2:25]2)=[O:39])[CH2:37][CH2:36]1. (5) Given the reactants [C:1]1([C:7]2[N:11]=[C:10]([N:12]3[CH2:17][CH2:16][NH:15][CH2:14][CH2:13]3)[S:9][N:8]=2)[CH:6]=[CH:5][CH:4]=[CH:3][CH:2]=1.C(N(CC)CC)C.[Cl:25][C:26]1[CH:27]=[C:28]([N:32]=[C:33]=[O:34])[CH:29]=[CH:30][CH:31]=1, predict the reaction product. The product is: [Cl:25][C:26]1[CH:27]=[C:28]([NH:32][C:33]([N:15]2[CH2:16][CH2:17][N:12]([C:10]3[S:9][N:8]=[C:7]([C:1]4[CH:2]=[CH:3][CH:4]=[CH:5][CH:6]=4)[N:11]=3)[CH2:13][CH2:14]2)=[O:34])[CH:29]=[CH:30][CH:31]=1. (6) Given the reactants [Cl:1][C:2]1[CH:7]=[CH:6][C:5]([C:8]([N:15]2[C:23]3[C:18](=[C:19]([NH:24]C(=O)OC(C)(C)C)[CH:20]=[CH:21][CH:22]=3)[CH:17]=[CH:16]2)([CH2:13][CH3:14])/[CH:9]=[CH:10]/[C:11]#[N:12])=[CH:4][CH:3]=1, predict the reaction product. The product is: [NH2:24][C:19]1[CH:20]=[CH:21][CH:22]=[C:23]2[C:18]=1[CH:17]=[CH:16][N:15]2[C:8]([C:5]1[CH:4]=[CH:3][C:2]([Cl:1])=[CH:7][CH:6]=1)([CH2:13][CH3:14])/[CH:9]=[CH:10]/[C:11]#[N:12]. (7) Given the reactants [CH3:1][C:2]1[CH:3]=[CH:4][C:5]([NH2:8])=[N:6][CH:7]=1.CCN(CC)CC.[CH3:16][C:17]([CH3:22])([CH3:21])[C:18](Cl)=[O:19], predict the reaction product. The product is: [CH3:16][C:17]([CH3:22])([CH3:21])[C:18]([NH:8][C:5]1[CH:4]=[CH:3][C:2]([CH3:1])=[CH:7][N:6]=1)=[O:19].